Dataset: Full USPTO retrosynthesis dataset with 1.9M reactions from patents (1976-2016). Task: Predict the reactants needed to synthesize the given product. (1) Given the product [F:26][C:27]1[C:32]2[C:33](=[O:40])[O:34][C:35]3([CH2:39][CH2:38][N:37]([C:21]([C:18]4([C:11]5[C:12]6[C:17](=[CH:16][CH:15]=[CH:14][CH:13]=6)[N:8]=[CH:9][CH:10]=5)[CH2:19][CH2:20]4)=[O:23])[CH2:36]3)[C:31]=2[CH:30]=[CH:29][N:28]=1, predict the reactants needed to synthesize it. The reactants are: CN1CCOCC1.[N:8]1[C:17]2[C:12](=[CH:13][CH:14]=[CH:15][CH:16]=2)[C:11]([C:18]2([C:21]([OH:23])=O)[CH2:20][CH2:19]2)=[CH:10][CH:9]=1.Cl.Cl.[F:26][C:27]1[C:32]2[C:33](=[O:40])[O:34][C:35]3([CH2:39][CH2:38][NH:37][CH2:36]3)[C:31]=2[CH:30]=[CH:29][N:28]=1.F[P-](F)(F)(F)(F)F.N1(O[P+](N2CCCC2)(N2CCCC2)N2CCCC2)C2C=CC=CC=2N=N1.CN(C)C=O. (2) Given the product [Cl:1][C:2]1[CH:3]=[CH:4][C:5]([C:8]2[O:9][C:10]3[CH:21]=[C:20]([N+:22]([O-:24])=[O:23])[C:19]([OH:25])=[CH:18][C:11]=3[C:12]=2[C:13]([O:15][CH2:16][CH3:17])=[O:14])=[CH:6][CH:7]=1, predict the reactants needed to synthesize it. The reactants are: [Cl:1][C:2]1[CH:7]=[CH:6][C:5]([C:8]2[O:9][C:10]3[CH:21]=[C:20]([N+:22]([O-:24])=[O:23])[C:19]([O:25]C(C)C)=[CH:18][C:11]=3[C:12]=2[C:13]([O:15][CH2:16][CH3:17])=[O:14])=[CH:4][CH:3]=1.B(Cl)(Cl)Cl.